From a dataset of Forward reaction prediction with 1.9M reactions from USPTO patents (1976-2016). Predict the product of the given reaction. Given the reactants [Br:1][C:2]1[CH:3]=[CH:4][C:5]([F:10])=[C:6]([CH:9]=1)[CH:7]=O.C1(P(=[CH:30][C:31]([O:33][CH3:34])=[O:32])(C2C=CC=CC=2)C2C=CC=CC=2)C=CC=CC=1, predict the reaction product. The product is: [CH3:34][O:33][C:31](=[O:32])[CH:30]=[CH:7][C:6]1[CH:9]=[C:2]([Br:1])[CH:3]=[CH:4][C:5]=1[F:10].